This data is from Reaction yield outcomes from USPTO patents with 853,638 reactions. The task is: Predict the reaction yield, written as a fraction of the theoretical maximum amount of product (1.0 means a 100% yield; for example, 0.34 means a 34% yield). (1) The reactants are [CH2:1]([O:3][P:4](/[CH:9]=[CH:10]/[C:11]1[C:12]([O:22][CH2:23][C:24]2[CH:47]=[CH:46][C:27]([O:28][CH2:29][C:30]3[N:31]=[C:32]([C:36]4[CH:45]=[CH:44][CH:43]=[CH:42][C:37]=4[C:38]([O:40]C)=[O:39])[O:33][C:34]=3[CH3:35])=[C:26]([O:48][CH3:49])[CH:25]=2)=[N:13][N:14]([C:16]2[CH:21]=[CH:20][CH:19]=[CH:18][CH:17]=2)[CH:15]=1)([O:6][CH2:7][CH3:8])=[O:5])[CH3:2].O1CCCC1.[OH-].[Na+].Cl. The catalyst is O.C(O)C. The product is [CH2:7]([O:6][P:4](/[CH:9]=[CH:10]/[C:11]1[C:12]([O:22][CH2:23][C:24]2[CH:47]=[CH:46][C:27]([O:28][CH2:29][C:30]3[N:31]=[C:32]([C:36]4[CH:45]=[CH:44][CH:43]=[CH:42][C:37]=4[C:38]([OH:40])=[O:39])[O:33][C:34]=3[CH3:35])=[C:26]([O:48][CH3:49])[CH:25]=2)=[N:13][N:14]([C:16]2[CH:17]=[CH:18][CH:19]=[CH:20][CH:21]=2)[CH:15]=1)([O:3][CH2:1][CH3:2])=[O:5])[CH3:8]. The yield is 0.670. (2) The reactants are Cl.[Sn](Cl)Cl.[N+:5]([C:8]1[CH:13]=[C:12]([C:14]([F:17])([F:16])[F:15])[CH:11]=[CH:10][C:9]=1[N:18]1[CH2:23][CH2:22][CH2:21][CH2:20][C@@H:19]1[CH3:24])([O-])=O.C(=O)([O-])O.[Na+]. The catalyst is CO. The product is [CH3:24][C@H:19]1[CH2:20][CH2:21][CH2:22][CH2:23][N:18]1[C:9]1[CH:10]=[CH:11][C:12]([C:14]([F:16])([F:15])[F:17])=[CH:13][C:8]=1[NH2:5]. The yield is 0.946. (3) The reactants are Cl.Cl.[CH3:3][Si:4]([CH3:31])([CH3:30])[CH2:5][CH2:6][O:7][CH2:8][N:9]1[C:13]2[N:14]=[CH:15][N:16]=[C:17]([C:18]3[CH:19]=[N:20][N:21]([C:23]4([CH2:27][C:28]#[N:29])[CH2:26][NH:25][CH2:24]4)[CH:22]=3)[C:12]=2[CH:11]=[CH:10]1.[OH:32][CH2:33][CH2:34][C:35]1[N:40]=[C:39]([C:41]([F:44])([F:43])[F:42])[N:38]=[C:37]([O:45][CH:46]2[CH2:51][CH2:50][C:49](=O)[CH2:48][CH2:47]2)[CH:36]=1.C(O[BH-](OC(=O)C)OC(=O)C)(=O)C.[Na+]. The catalyst is O1CCCC1. The product is [OH:32][CH2:33][CH2:34][C:35]1[N:40]=[C:39]([C:41]([F:44])([F:42])[F:43])[N:38]=[C:37]([O:45][CH:46]2[CH2:51][CH2:50][CH:49]([N:25]3[CH2:24][C:23]([CH2:27][C:28]#[N:29])([N:21]4[CH:22]=[C:18]([C:17]5[C:12]6[CH:11]=[CH:10][N:9]([CH2:8][O:7][CH2:6][CH2:5][Si:4]([CH3:30])([CH3:3])[CH3:31])[C:13]=6[N:14]=[CH:15][N:16]=5)[CH:19]=[N:20]4)[CH2:26]3)[CH2:48][CH2:47]2)[CH:36]=1. The yield is 0.370. (4) The reactants are [F:1][C:2]1[CH:7]=[CH:6][C:5](B(O)O)=[CH:4][CH:3]=1.C([N:13]([CH2:16][CH3:17])[CH2:14][CH3:15])C.N1[CH:23]=[CH:22][CH:21]=[CH:20][CH:19]=1.[F:24]OB(C1C=CC=CC=1)O.[CH2:34]1CC[CH2:37][CH2:36][CH2:35]1.C([O:43][CH2:44][CH3:45])(=O)C. The catalyst is ClCCl.C([O-])(=O)C.[Cu+2].C([O-])(=O)C. The product is [F:1][C:2]1[CH:7]=[CH:6][CH:5]=[CH:4][C:3]=1[C:21]1[CH:22]=[CH:23][CH:17]=[C:16]2[C:20]=1[CH:19]=[CH:45][C:44](=[O:43])[N:13]2[C:14]1[CH:15]=[CH:37][C:36]([F:24])=[CH:35][CH:34]=1. The yield is 0.760. (5) The reactants are [Cl:1][C:2]1[S:6][C:5]([C:7]([NH:9][C@H:10]([CH2:18][N:19]2C(=O)C3C(=CC=CC=3)C2=O)[CH2:11][CH:12]2[CH2:17][CH2:16][CH2:15][CH2:14][CH2:13]2)=[O:8])=[CH:4][C:3]=1[C:30]1[N:34]([CH3:35])[N:33]=[CH:32][CH:31]=1.NN. The catalyst is O1CCCC1.CO. The product is [NH2:19][CH2:18][C@@H:10]([NH:9][C:7]([C:5]1[S:6][C:2]([Cl:1])=[C:3]([C:30]2[N:34]([CH3:35])[N:33]=[CH:32][CH:31]=2)[CH:4]=1)=[O:8])[CH2:11][CH:12]1[CH2:13][CH2:14][CH2:15][CH2:16][CH2:17]1. The yield is 0.530. (6) The reactants are [CH3:1][O:2][CH2:3][CH2:4][O:5][CH2:6][C:7]([C:10]1[CH:15]=[CH:14][C:13]([NH2:16])=[CH:12][CH:11]=1)([CH3:9])[CH3:8].[N+:17]([O-])([O-:19])=[O:18].[K+]. The catalyst is OS(O)(=O)=O. The product is [CH3:1][O:2][CH2:3][CH2:4][O:5][CH2:6][C:7]([C:10]1[CH:15]=[CH:14][C:13]([NH2:16])=[CH:12][C:11]=1[N+:17]([O-:19])=[O:18])([CH3:9])[CH3:8]. The yield is 0.710. (7) The reactants are C(N(CC)CC)C.[N:8]1([S:14]([C:17]2[CH:22]=[CH:21][C:20]([NH:23][C:24](=[O:27])[CH:25]=[CH2:26])=[CH:19][CH:18]=2)(=[O:16])=[O:15])[CH2:13][CH2:12][NH:11][CH2:10][CH2:9]1.[N:28]1[CH:33]=[CH:32][CH:31]=[C:30]([CH2:34][CH2:35][C:36](O)=[O:37])[CH:29]=1.C(Cl)CCl. The catalyst is C1COCC1. The product is [N:28]1[CH:33]=[CH:32][CH:31]=[C:30]([CH2:34][CH2:35][C:36]([N:11]2[CH2:10][CH2:9][N:8]([S:14]([C:17]3[CH:18]=[CH:19][C:20]([NH:23][C:24](=[O:27])[CH:25]=[CH2:26])=[CH:21][CH:22]=3)(=[O:15])=[O:16])[CH2:13][CH2:12]2)=[O:37])[CH:29]=1. The yield is 0.150. (8) The reactants are [CH2:1]([O:3][C:4]([C:6]1[N:7]=[C:8]([CH3:12])[S:9][C:10]=1[NH2:11])=[O:5])[CH3:2].ClS([N:17]=[C:18]=[O:19])(=O)=O. The catalyst is C(Cl)Cl. The product is [CH2:1]([O:3][C:4]([C:6]1[N:7]=[C:8]([CH3:12])[S:9][C:10]=1[NH:11][C:18]([NH2:17])=[O:19])=[O:5])[CH3:2]. The yield is 0.890.